Dataset: Catalyst prediction with 721,799 reactions and 888 catalyst types from USPTO. Task: Predict which catalyst facilitates the given reaction. (1) Reactant: [Cl:1][C:2]1[CH:10]=[CH:9][C:5]([C:6]([NH2:8])=[Se:7])=[CH:4][CH:3]=1.Cl[CH:12]([CH:15]=O)[CH:13]=[O:14].C(=O)([O-])[O-].[Mg+2]. Product: [Cl:1][C:2]1[CH:10]=[CH:9][C:5]([C:6]2[Se:7][C:12]([CH:13]=[O:14])=[CH:15][N:8]=2)=[CH:4][CH:3]=1. The catalyst class is: 57. (2) Reactant: [CH2:1]([NH:8][C:9]([CH2:11][CH2:12][C:13]([CH3:18])([CH3:17])[C:14]([OH:16])=[O:15])=[O:10])[C:2]1[CH:7]=[CH:6][CH:5]=[CH:4][CH:3]=1.C[Si]([N-][Si](C)(C)C)(C)C.[Na+].[C:29](O[C:29]([O:31][C:32]([CH3:35])([CH3:34])[CH3:33])=[O:30])([O:31][C:32]([CH3:35])([CH3:34])[CH3:33])=[O:30].[NH4+].[Cl-]. Product: [CH2:1]([N:8]([C:29]([O:31][C:32]([CH3:35])([CH3:34])[CH3:33])=[O:30])[C:9](=[O:10])[CH2:11][CH2:12][C:13]([CH3:18])([CH3:17])[C:14]([OH:16])=[O:15])[C:2]1[CH:7]=[CH:6][CH:5]=[CH:4][CH:3]=1. The catalyst class is: 1. (3) Reactant: [CH3:1][C:2]([CH3:8])([CH2:5][CH2:6][OH:7])[CH2:3][OH:4].N1C=CN=C1.[Si:14](Cl)([C:17]([CH3:20])([CH3:19])[CH3:18])([CH3:16])[CH3:15]. Product: [Si:14]([O:7][CH2:6][CH2:5][C:2]([CH3:8])([CH3:1])[CH2:3][OH:4])([C:17]([CH3:20])([CH3:19])[CH3:18])([CH3:16])[CH3:15]. The catalyst class is: 1.